From a dataset of Reaction yield outcomes from USPTO patents with 853,638 reactions. Predict the reaction yield, written as a fraction of the theoretical maximum amount of product (1.0 means a 100% yield; for example, 0.34 means a 34% yield). (1) The reactants are C(OC([C:6]1[C:15](=[O:16])[C:14]2[C:9](=[N:10][C:11]([CH2:17][CH2:18][CH3:19])=[CH:12][CH:13]=2)[NH:8][CH:7]=1)=O)C.[OH-].[Na+]. No catalyst specified. The product is [CH2:17]([C:11]1[N:10]=[C:9]2[C:14]([C:15]([OH:16])=[CH:6][CH:7]=[N:8]2)=[CH:13][CH:12]=1)[CH2:18][CH3:19]. The yield is 1.00. (2) The reactants are Cl[C:2]1[C:7]([C:8]#[N:9])=[CH:6][CH:5]=[CH:4][N:3]=1.Cl.[CH2:11]([O:13][C:14](=[O:17])[CH2:15][NH2:16])[CH3:12].C(=O)([O-])[O-].[Na+].[Na+].[F-].[K+]. The catalyst is O.CS(C)=O. The product is [CH2:11]([O:13][C:14](=[O:17])[CH2:15][NH:16][C:2]1[C:7]([C:8]#[N:9])=[CH:6][CH:5]=[CH:4][N:3]=1)[CH3:12]. The yield is 0.510. (3) The reactants are [CH2:1]([O:8][C:9]([N:11]1[CH2:15][CH:14]2[C:16](=[O:19])[CH2:17][CH2:18][CH:13]2[CH2:12]1)=[O:10])[C:2]1[CH:7]=[CH:6][CH:5]=[CH:4][CH:3]=1.Cl[CH2:21][O:22][CH2:23][C:24]1[CH:29]=[CH:28][CH:27]=[CH:26][CH:25]=1.[I-].[Sm+3].[I-].[I-]. The catalyst is O1CCCC1.[Cl-].[NH4+].C(OCC)(=O)C. The product is [CH2:1]([O:8][C:9]([N:11]1[CH2:15][CH:14]2[C:16]([CH2:21][O:22][CH2:23][C:24]3[CH:29]=[CH:28][CH:27]=[CH:26][CH:25]=3)([OH:19])[CH2:17][CH2:18][CH:13]2[CH2:12]1)=[O:10])[C:2]1[CH:7]=[CH:6][CH:5]=[CH:4][CH:3]=1. The yield is 0.300. (4) The reactants are [Br:1][C:2]1[CH:7]=[CH:6][C:5]([C:8]2[C:9]([C:26]([O:28]C(C)(C)C)=[O:27])=[C:10]([NH:13][C:14]([N:16]3[CH2:25][CH2:24][C:23]4[C:18](=[CH:19][CH:20]=[CH:21][CH:22]=4)[CH2:17]3)=[O:15])[S:11][CH:12]=2)=[CH:4][CH:3]=1. The catalyst is C(O)(C(F)(F)F)=O.C(Cl)Cl. The product is [Br:1][C:2]1[CH:7]=[CH:6][C:5]([C:8]2[C:9]([C:26]([OH:28])=[O:27])=[C:10]([NH:13][C:14]([N:16]3[CH2:25][CH2:24][C:23]4[C:18](=[CH:19][CH:20]=[CH:21][CH:22]=4)[CH2:17]3)=[O:15])[S:11][CH:12]=2)=[CH:4][CH:3]=1.[Br:1][C:2]1[CH:3]=[CH:4][C:5]([C:8]2[CH:9]=[C:10]([NH:13][C:14]([N:16]3[CH2:25][CH2:24][C:23]4[C:18](=[CH:19][CH:20]=[CH:21][CH:22]=4)[CH2:17]3)=[O:15])[S:11][CH:12]=2)=[CH:6][CH:7]=1. The yield is 0.555. (5) The reactants are [CH:1]1([N:4]2[C:9](=[O:10])[C:8]3[C:11](OS(C4C=CC(C)=CC=4)(=O)=O)=[C:12]([CH3:17])[C:13](=[O:16])[N:14]([CH3:15])[C:7]=3[N:6]([C:29]3[CH:34]=[CH:33][C:32]([I:35])=[CH:31][C:30]=3[F:36])[C:5]2=[O:37])[CH2:3][CH2:2]1.[NH2:38][C:39]1[CH:40]=[C:41]([CH:46]=[CH:47][CH:48]=1)[NH:42][C:43](=[O:45])[CH3:44].CN(C)C(=O)C.N1C(C)=CC=CC=1C. The catalyst is CO. The product is [CH:1]1([N:4]2[C:9](=[O:10])[C:8]3[C:11]([NH:38][C:39]4[CH:40]=[C:41]([NH:42][C:43](=[O:45])[CH3:44])[CH:46]=[CH:47][CH:48]=4)=[C:12]([CH3:17])[C:13](=[O:16])[N:14]([CH3:15])[C:7]=3[N:6]([C:29]3[CH:34]=[CH:33][C:32]([I:35])=[CH:31][C:30]=3[F:36])[C:5]2=[O:37])[CH2:2][CH2:3]1. The yield is 0.930. (6) The reactants are O[C@@H:2]([CH3:20])[C@@H:3]([NH:7][C:8]([O:10][C@@H:11]([CH3:19])[CH2:12][CH2:13][CH2:14][CH2:15][CH2:16][CH2:17][CH3:18])=[O:9])[C:4]([OH:6])=[O:5].CCN(CC)CC.CN(C(ON1N=NC2C=CC=CC1=2)=[N+](C)C)C.[B-](F)(F)(F)F. The catalyst is C(Cl)Cl. The product is [CH3:19][C@H:11]([O:10][C:8](=[O:9])[NH:7][C@H:3]1[C:4](=[O:6])[O:5][C@H:2]1[CH3:20])[CH2:12][CH2:13][CH2:14][CH2:15][CH2:16][CH2:17][CH3:18]. The yield is 0.530. (7) The reactants are [I:1][C:2]1[C:6]([C:7]([O:9]CC)=[O:8])=[CH:5][N:4]([CH:12]2[CH2:17][CH2:16][CH2:15][CH2:14][O:13]2)[N:3]=1.[Li+].[OH-]. The catalyst is C1COCC1.CO.O. The product is [I:1][C:2]1[C:6]([C:7]([OH:9])=[O:8])=[CH:5][N:4]([CH:12]2[CH2:17][CH2:16][CH2:15][CH2:14][O:13]2)[N:3]=1. The yield is 0.960.